This data is from Catalyst prediction with 721,799 reactions and 888 catalyst types from USPTO. The task is: Predict which catalyst facilitates the given reaction. Reactant: [CH3:1][O:2][CH2:3][CH2:4][O:5][C:6]1[CH:7]=[C:8]2[C:13](=[CH:14][CH:15]=1)[N:12]=[CH:11][CH:10]=[C:9]2[S:16][C:17]1([C:21]([O:23]CC)=[O:22])[CH2:20][CH2:19][CH2:18]1.[OH-].[Na+]. Product: [CH3:1][O:2][CH2:3][CH2:4][O:5][C:6]1[CH:7]=[C:8]2[C:13](=[CH:14][CH:15]=1)[N:12]=[CH:11][CH:10]=[C:9]2[S:16][C:17]1([C:21]([OH:23])=[O:22])[CH2:18][CH2:19][CH2:20]1. The catalyst class is: 30.